This data is from Catalyst prediction with 721,799 reactions and 888 catalyst types from USPTO. The task is: Predict which catalyst facilitates the given reaction. (1) Reactant: [CH3:1][O:2][C:3]1[CH:8]=[CH:7][N:6]=[C:5]2[CH:9]=[CH:10][NH:11][C:4]=12.CN(C=O)C.[OH-].[K+].[I:19]I. Product: [I:19][C:9]1[C:5]2=[N:6][CH:7]=[CH:8][C:3]([O:2][CH3:1])=[C:4]2[NH:11][CH:10]=1. The catalyst class is: 5. (2) Reactant: [C:1]([NH:5][C:6]([C:8]1[C:12]2=[N:13][C:14]([C:17]3[C:25]4[C:20](=[N:21][CH:22]=[CH:23][CH:24]=4)[N:19]([CH3:26])[N:18]=3)=[CH:15][N:16]=[C:11]2[N:10](COCC[Si](C)(C)C)[CH:9]=1)=[O:7])([CH3:4])([CH3:3])[CH3:2].C(N)CN.CCCC[N+](CCCC)(CCCC)CCCC.[F-]. Product: [C:1]([NH:5][C:6]([C:8]1[C:12]2=[N:13][C:14]([C:17]3[C:25]4[C:20](=[N:21][CH:22]=[CH:23][CH:24]=4)[N:19]([CH3:26])[N:18]=3)=[CH:15][N:16]=[C:11]2[NH:10][CH:9]=1)=[O:7])([CH3:4])([CH3:3])[CH3:2]. The catalyst class is: 174. (3) Reactant: [Cl:1][C:2]1[CH:24]=[C:23]([Cl:25])[CH:22]=[CH:21][C:3]=1[CH2:4][O:5][C:6]1[C:11]([CH3:12])=[C:10]([OH:13])[CH:9]=[CH:8][C:7]=1/[CH:14]=[CH:15]/[C:16]([O:18][CH2:19][CH3:20])=[O:17].C(=O)([O-])[O-].[K+].[K+].[I-].[Na+].[CH3:34][O:35][CH2:36][CH2:37]Br. Product: [Cl:1][C:2]1[CH:24]=[C:23]([Cl:25])[CH:22]=[CH:21][C:3]=1[CH2:4][O:5][C:6]1[C:11]([CH3:12])=[C:10]([O:13][CH2:37][CH2:36][O:35][CH3:34])[CH:9]=[CH:8][C:7]=1/[CH:14]=[CH:15]/[C:16]([O:18][CH2:19][CH3:20])=[O:17]. The catalyst class is: 35.